Dataset: Reaction yield outcomes from USPTO patents with 853,638 reactions. Task: Predict the reaction yield, written as a fraction of the theoretical maximum amount of product (1.0 means a 100% yield; for example, 0.34 means a 34% yield). (1) The reactants are C[N:2](C)[CH:3]=[CH:4][C:5]([C:7]1[CH:12]=[CH:11][CH:10]=[C:9]([OH:13])[CH:8]=1)=[O:6].Cl.NO. The catalyst is O1CCOCC1.O. The product is [O:6]1[C:5]([C:7]2[CH:8]=[C:9]([OH:13])[CH:10]=[CH:11][CH:12]=2)=[CH:4][CH:3]=[N:2]1. The yield is 0.755. (2) The reactants are Cl[CH2:2][CH2:3][CH2:4][CH2:5][N:6]1[CH:15]=[C:14]2[C:8]([C:9](=[O:19])[CH2:10][CH2:11][N:12]([CH3:18])[S:13]2(=[O:17])=[O:16])=[CH:7]1.[CH3:20][O:21][C:22]1[CH:27]=[CH:26][CH:25]=[CH:24][C:23]=1[N:28]1[CH2:33][CH2:32][NH:31][CH2:30][CH2:29]1.C(=O)([O-])[O-].[K+].[K+].[I-].[Na+]. The catalyst is C(#N)C. The product is [CH3:20][O:21][C:22]1[CH:27]=[CH:26][CH:25]=[CH:24][C:23]=1[N:28]1[CH2:33][CH2:32][N:31]([CH2:2][CH2:3][CH2:4][CH2:5][N:6]2[CH:15]=[C:14]3[C:8]([C:9](=[O:19])[CH2:10][CH2:11][N:12]([CH3:18])[S:13]3(=[O:17])=[O:16])=[CH:7]2)[CH2:30][CH2:29]1. The yield is 0.990. (3) The reactants are C1(=O)CCC=C1.C(OCC1C=CC=CC=1)C1C=CC=CC=1.[CH:22]([C:25]1[CH2:29][CH2:28][C:27](=[O:30])[CH:26]=1)([CH3:24])[CH3:23]. No catalyst specified. The product is [CH:22]([CH:25]1[CH2:29][CH2:28][C:27](=[O:30])[CH2:26]1)([CH3:24])[CH3:23]. The yield is 0.880. (4) The reactants are [NH2:1][NH2:2].[Cl:3][C:4]1[N:5]=[N:6][C:7](Cl)=[CH:8][C:9]=1[C:10]1[CH:15]=[CH:14][C:13]([Cl:16])=[CH:12][CH:11]=1. The catalyst is N1C=CC=CC=1. The product is [Cl:3][C:4]1[N:5]=[N:6][C:7]([NH:1][NH2:2])=[CH:8][C:9]=1[C:10]1[CH:15]=[CH:14][C:13]([Cl:16])=[CH:12][CH:11]=1. The yield is 0.570. (5) The reactants are C1([NH:7][C:8]([C:10]2[C:11](=[O:22])[N:12]([CH3:21])[C:13]3[C:18]([C:19]=2O)=[CH:17][CH:16]=[CH:15][CH:14]=3)=O)CCCCC1.P(Cl)(Cl)([Cl:25])=O. The yield is 0.820. The product is [Cl:25][C:19]1[C:18]2[C:13](=[CH:14][CH:15]=[CH:16][CH:17]=2)[N:12]([CH3:21])[C:11](=[O:22])[C:10]=1[C:8]#[N:7]. No catalyst specified. (6) The reactants are [C:1]1([C:21]2[CH:26]=[CH:25][CH:24]=[CH:23][CH:22]=2)[CH:6]=[CH:5][C:4]([C:7]([N:9]2[CH2:13][C:12](=[N:14][O:15][CH3:16])[CH2:11][C@H:10]2[C:17](=[N:19][OH:20])[NH2:18])=[O:8])=[CH:3][CH:2]=1.[C:27]([O:31][C:32]([N:34]1[CH2:39][CH2:38][N:37]([CH2:40][C:41](O)=O)[CH2:36][CH2:35]1)=[O:33])([CH3:30])([CH3:29])[CH3:28]. No catalyst specified. The product is [C:1]1([C:21]2[CH:26]=[CH:25][CH:24]=[CH:23][CH:22]=2)[CH:2]=[CH:3][C:4]([C:7]([N:9]2[CH2:13][C:12](=[N:14][O:15][CH3:16])[CH2:11][C@H:10]2[C:17]2[N:18]=[C:41]([CH2:40][N:37]3[CH2:38][CH2:39][N:34]([C:32]([O:31][C:27]([CH3:28])([CH3:30])[CH3:29])=[O:33])[CH2:35][CH2:36]3)[O:20][N:19]=2)=[O:8])=[CH:5][CH:6]=1. The yield is 0.750. (7) The reactants are [F:1][C@H:2]1[CH2:6][CH2:5][N:4]([C:7]2[C:12]([CH2:13]O)=[CH:11][CH:10]=[CH:9][N:8]=2)[CH2:3]1.O=S(Cl)[Cl:17]. The catalyst is ClCCl. The product is [Cl:17][CH2:13][C:12]1[C:7]([N:4]2[CH2:5][CH2:6][C@H:2]([F:1])[CH2:3]2)=[N:8][CH:9]=[CH:10][CH:11]=1. The yield is 0.990. (8) The reactants are CCOC(/N=N/C(OCC)=O)=O.[F:13][C:14]1[CH:36]=[C:35]([N+:37]([O-:39])=[O:38])[CH:34]=[CH:33][C:15]=1[O:16][C:17]1[CH:22]=[CH:21][N:20]=[C:19]2[CH:23]=[C:24]([C:26]3[CH:27]=[C:28]([OH:32])[CH:29]=[CH:30][CH:31]=3)[S:25][C:18]=12.[O:40]1[CH2:45][CH2:44][N:43]([CH2:46][CH2:47]O)[CH2:42][CH2:41]1.C1(P(C2C=CC=CC=2)C2C=CC=CC=2)C=CC=CC=1. The catalyst is O1CCCC1. The product is [F:13][C:14]1[CH:36]=[C:35]([N+:37]([O-:39])=[O:38])[CH:34]=[CH:33][C:15]=1[O:16][C:17]1[CH:22]=[CH:21][N:20]=[C:19]2[CH:23]=[C:24]([C:26]3[CH:27]=[C:28]([CH:29]=[CH:30][CH:31]=3)[O:32][CH2:47][CH2:46][N:43]3[CH2:44][CH2:45][O:40][CH2:41][CH2:42]3)[S:25][C:18]=12. The yield is 0.660. (9) The reactants are FC(F)(F)C(O)=O.FC(F)(F)C(O)=O.[C:15]([N:18]1[CH2:23][CH2:22][N:21]([C:24]2[N:29]3[CH:30]=[N:31][CH:32]=[C:28]3[C:27]([Br:33])=[CH:26][C:25]=2[CH:34]([NH2:36])[CH3:35])[CH2:20][CH2:19]1)(=[O:17])[CH3:16].Br[C:38]1[N:46]=[CH:45][N:44]=[C:43]2[C:39]=1[N:40]=[CH:41][N:42]2[CH:47]1[CH2:52][CH2:51][CH2:50][CH2:49][O:48]1.C(N(CC)C(C)C)(C)C. The catalyst is C(O)C. The product is [C:15]([N:18]1[CH2:23][CH2:22][N:21]([C:24]2[N:29]3[CH:30]=[N:31][CH:32]=[C:28]3[C:27]([Br:33])=[CH:26][C:25]=2[CH:34]([NH:36][C:38]2[N:46]=[CH:45][N:44]=[C:43]3[C:39]=2[N:40]=[CH:41][N:42]3[CH:47]2[CH2:52][CH2:51][CH2:50][CH2:49][O:48]2)[CH3:35])[CH2:20][CH2:19]1)(=[O:17])[CH3:16]. The yield is 0.560. (10) The reactants are [NH2:1][C:2]1[CH:3]=[CH:4][CH:5]=[C:6]2[C:10]=1[N:9]([CH3:11])[N:8]=[CH:7]2.I[C:13]1[C:21]([N+:22]([O-:24])=[O:23])=[CH:20][CH:19]=[CH:18][C:14]=1[C:15]([OH:17])=[O:16]. No catalyst specified. The product is [CH3:11][N:9]1[C:10]2[C:6](=[CH:5][CH:4]=[CH:3][C:2]=2[NH:1][C:13]2[C:21]([N+:22]([O-:24])=[O:23])=[CH:20][CH:19]=[CH:18][C:14]=2[C:15]([OH:17])=[O:16])[CH:7]=[N:8]1. The yield is 0.330.